This data is from Catalyst prediction with 721,799 reactions and 888 catalyst types from USPTO. The task is: Predict which catalyst facilitates the given reaction. (1) Reactant: [C:1]([C:3]1[CH:10]=[CH:9][C:6]([CH2:7][NH2:8])=[CH:5][CH:4]=1)#[N:2].[CH3:11][N:12]1[C:16]([CH:17]=O)=[CH:15][N:14]=[CH:13]1.C(O[BH-](OC(=O)C)OC(=O)C)(=O)C.[Na+].CO. Product: [CH3:11][N:12]1[C:16]([CH2:17][NH:2][CH2:1][C:3]2[CH:10]=[CH:9][C:6]([C:7]#[N:8])=[CH:5][CH:4]=2)=[CH:15][N:14]=[CH:13]1. The catalyst class is: 411. (2) Reactant: [NH2:1][C:2]1[CH:10]=[CH:9][C:5]([C:6]([NH2:8])=[O:7])=[CH:4][C:3]=1[O:11][CH:12]1[CH2:16][CH2:15][O:14][CH2:13]1.Cl[C:18]1[C:19]2[S:26][CH:25]=[CH:24][C:20]=2[N:21]=[CH:22][N:23]=1.[OH-].[NH4+].O. Product: [O:14]1[CH2:15][CH2:16][CH:12]([O:11][C:3]2[CH:4]=[C:5]([CH:9]=[CH:10][C:2]=2[NH:1][C:18]2[C:19]3[S:26][CH:25]=[CH:24][C:20]=3[N:21]=[CH:22][N:23]=2)[C:6]([NH2:8])=[O:7])[CH2:13]1. The catalyst class is: 41.